Dataset: Peptide-MHC class II binding affinity with 134,281 pairs from IEDB. Task: Regression. Given a peptide amino acid sequence and an MHC pseudo amino acid sequence, predict their binding affinity value. This is MHC class II binding data. (1) The peptide sequence is RAYRNALSMMPEAMT. The MHC is DRB3_0202 with pseudo-sequence DRB3_0202. The binding affinity (normalized) is 0.664. (2) The peptide sequence is EQKLIEKINAGFKAALAAAA. The MHC is HLA-DPA10201-DPB10501 with pseudo-sequence HLA-DPA10201-DPB10501. The binding affinity (normalized) is 0.745. (3) The binding affinity (normalized) is 0.409. The peptide sequence is CSIVGWPAIRERMRRT. The MHC is DRB1_1101 with pseudo-sequence DRB1_1101. (4) The MHC is DRB1_0405 with pseudo-sequence DRB1_0405. The binding affinity (normalized) is 0.426. The peptide sequence is GEVLNALAYDVPIPG.